This data is from TCR-epitope binding with 47,182 pairs between 192 epitopes and 23,139 TCRs. The task is: Binary Classification. Given a T-cell receptor sequence (or CDR3 region) and an epitope sequence, predict whether binding occurs between them. The epitope is MLNIPSINV. The TCR CDR3 sequence is CATSDFGTRDDEQFF. Result: 0 (the TCR does not bind to the epitope).